From a dataset of Reaction yield outcomes from USPTO patents with 853,638 reactions. Predict the reaction yield, written as a fraction of the theoretical maximum amount of product (1.0 means a 100% yield; for example, 0.34 means a 34% yield). The product is [CH3:31][N:29]1[CH:30]=[C:26]([C:23]2[CH:24]=[CH:25][C:20]([NH:1][C:2]3[S:6][C:5]([C:7]([O:9][CH3:10])=[O:8])=[C:4]([O:11][CH2:12][C:13]4[CH:18]=[CH:17][CH:16]=[CH:15][CH:14]=4)[CH:3]=3)=[C:21]([N+:32]([O-:34])=[O:33])[CH:22]=2)[CH:27]=[N:28]1. The catalyst is C1(C)C=CC=CC=1. The reactants are [NH2:1][C:2]1[S:6][C:5]([C:7]([O:9][CH3:10])=[O:8])=[C:4]([O:11][CH2:12][C:13]2[CH:18]=[CH:17][CH:16]=[CH:15][CH:14]=2)[CH:3]=1.I[C:20]1[CH:25]=[CH:24][C:23]([C:26]2[CH:27]=[N:28][N:29]([CH3:31])[CH:30]=2)=[CH:22][C:21]=1[N+:32]([O-:34])=[O:33].C(=O)([O-])[O-].[Cs+].[Cs+].CC1(C)C2C(=C(P(C3C=CC=CC=3)C3C=CC=CC=3)C=CC=2)OC2C(P(C3C=CC=CC=3)C3C=CC=CC=3)=CC=CC1=2. The yield is 0.980.